From a dataset of Forward reaction prediction with 1.9M reactions from USPTO patents (1976-2016). Predict the product of the given reaction. (1) Given the reactants Cl.Cl.[Cl:3][C:4]1[C:5]([N:16]2[CH2:21][CH2:20][NH:19][CH2:18][CH2:17]2)=[N:6][CH:7]=[C:8]([CH:15]=1)[C:9]([O:11][CH:12]([CH3:14])[CH3:13])=[O:10].ClC(Cl)(Cl)C[O:25][C:26](=O)[NH:27][S:28]([C:31]1[S:32][C:33]([Cl:36])=[CH:34][CH:35]=1)(=[O:30])=[O:29].CCN(C(C)C)C(C)C.CC(O)=O, predict the reaction product. The product is: [Cl:3][C:4]1[C:5]([N:16]2[CH2:21][CH2:20][N:19]([C:26]([NH:27][S:28]([C:31]3[S:32][C:33]([Cl:36])=[CH:34][CH:35]=3)(=[O:30])=[O:29])=[O:25])[CH2:18][CH2:17]2)=[N:6][CH:7]=[C:8]([CH:15]=1)[C:9]([O:11][CH:12]([CH3:14])[CH3:13])=[O:10]. (2) Given the reactants Cl[C:2]1[CH:11]=[CH:10][N:9]=[C:8]2[C:3]=1[CH:4]=[CH:5][C:6]([CH3:12])=[N:7]2.[NH2:13][C:14]1[CH:28]=[C:27]([CH3:29])[CH:26]=[CH:25][C:15]=1[C:16]([NH:18][C:19]1[CH:24]=[CH:23][CH:22]=[CH:21][CH:20]=1)=[O:17], predict the reaction product. The product is: [CH3:29][C:27]1[CH:26]=[CH:25][C:15]([C:16]([NH:18][C:19]2[CH:24]=[CH:23][CH:22]=[CH:21][CH:20]=2)=[O:17])=[C:14]([NH:13][C:2]2[C:3]3[C:8](=[N:7][C:6]([CH3:12])=[CH:5][CH:4]=3)[N:9]=[CH:10][CH:11]=2)[CH:28]=1. (3) Given the reactants C([O:5][C:6]([C:8]1[CH:9]=[C:10]([C:26]([NH:28][CH2:29][C:30]2[CH:35]=[CH:34][C:33]([S:36]([CH3:39])(=[O:38])=[O:37])=[CH:32][CH:31]=2)=[O:27])[C:11](=[O:25])[N:12]([C:15]2[CH:20]=[CH:19][CH:18]=[C:17]([C:21]([F:24])([F:23])[F:22])[CH:16]=2)[C:13]=1[CH3:14])=[CH2:7])CCC.Cl.C(=O)([O-])O.[Na+], predict the reaction product. The product is: [C:6]([C:8]1[CH:9]=[C:10]([C:26]([NH:28][CH2:29][C:30]2[CH:35]=[CH:34][C:33]([S:36]([CH3:39])(=[O:38])=[O:37])=[CH:32][CH:31]=2)=[O:27])[C:11](=[O:25])[N:12]([C:15]2[CH:20]=[CH:19][CH:18]=[C:17]([C:21]([F:24])([F:23])[F:22])[CH:16]=2)[C:13]=1[CH3:14])(=[O:5])[CH3:7].